This data is from Reaction yield outcomes from USPTO patents with 853,638 reactions. The task is: Predict the reaction yield, written as a fraction of the theoretical maximum amount of product (1.0 means a 100% yield; for example, 0.34 means a 34% yield). (1) The reactants are [CH3:1][C:2]1[C:6]([CH2:7][N:8]2[CH:12]=[C:11]([N:13]3[C:17](=[O:18])[CH2:16][N:15]([CH2:19]COC4C=CC=CC=4)[C:14]3=[O:28])[CH:10]=[N:9]2)=[C:5]([CH3:29])[O:4][N:3]=1.BrC[C:32]1[CH:33]=[C:34]([CH:39]=[CH:40][CH:41]=1)[C:35]([O:37]C)=[O:36].C(=O)([O-])[O-].[Cs+].[Cs+]. The catalyst is CN(C=O)C.Cl. The product is [CH3:1][C:2]1[C:6]([CH2:7][N:8]2[CH:12]=[C:11]([N:13]3[C:17](=[O:18])[CH2:16][N:15]([CH2:19][C:32]4[CH:33]=[C:34]([CH:39]=[CH:40][CH:41]=4)[C:35]([OH:37])=[O:36])[C:14]3=[O:28])[CH:10]=[N:9]2)=[C:5]([CH3:29])[O:4][N:3]=1. The yield is 0.830. (2) The product is [CH3:1][O:2][C:3]([C:5]1[CH:14]=[C:13]([O:15][CH3:18])[C:12]2[C:7](=[C:8]([Br:17])[CH:9]=[C:10]([F:16])[CH:11]=2)[N:6]=1)=[O:4]. The reactants are [CH3:1][O:2][C:3]([C:5]1[NH:6][C:7]2[C:12]([C:13](=[O:15])[CH:14]=1)=[CH:11][C:10]([F:16])=[CH:9][C:8]=2[Br:17])=[O:4].[C:18]([O-])([O-])=O.[K+].[K+].CI.O. The catalyst is CS(C)=O. The yield is 0.930. (3) The reactants are [CH3:1][C:2]1[C:7]([CH2:8][C:9]([O:11][CH3:12])=[O:10])=[C:6]([C:13]2[CH:18]=[CH:17][C:16]([CH3:19])=[CH:15][CH:14]=2)[N:5]=[C:4]([N:20]2[CH2:25][CH2:24][CH2:23][CH2:22][CH2:21]2)[N:3]=1.[Li+].C[Si]([N-][Si](C)(C)C)(C)C.I[CH2:37][CH2:38][CH3:39]. The catalyst is CN(C=O)C. The product is [CH3:1][C:2]1[C:7]([CH:8]([CH2:37][CH2:38][CH3:39])[C:9]([O:11][CH3:12])=[O:10])=[C:6]([C:13]2[CH:18]=[CH:17][C:16]([CH3:19])=[CH:15][CH:14]=2)[N:5]=[C:4]([N:20]2[CH2:21][CH2:22][CH2:23][CH2:24][CH2:25]2)[N:3]=1. The yield is 0.340. (4) The reactants are [C:1]([Br:5])(Br)(Br)Br.C1(P(C2C=CC=CC=2)C2C=CC=CC=2)C=CC=CC=1.[C:25]([O:29][C:30]([C@@:32]1([CH2:47]CO)[CH:36]([CH3:37])[C:35](=[O:38])[N:34]([C@@H:39]([C:41]2[CH:46]=[CH:45][CH:44]=[CH:43][CH:42]=2)[CH3:40])[CH2:33]1)=[O:31])([CH3:28])([CH3:27])[CH3:26]. The catalyst is ClCCl. The product is [C:25]([O:29][C:30]([C@@:32]1([CH2:47][CH2:1][Br:5])[CH:36]([CH3:37])[C:35](=[O:38])[N:34]([C@@H:39]([C:41]2[CH:42]=[CH:43][CH:44]=[CH:45][CH:46]=2)[CH3:40])[CH2:33]1)=[O:31])([CH3:26])([CH3:27])[CH3:28]. The yield is 0.700. (5) The reactants are [Cl:1][C:2]1[CH:3]=[C:4]([C:10]2[CH:14]=[CH:13][N:12]([CH2:15][C@@H:16]([NH:18][C:19]([C:21]3[N:22]=[C:23]([CH2:26]Cl)[O:24][CH:25]=3)=[O:20])[CH3:17])[N:11]=2)[CH:5]=[CH:6][C:7]=1[C:8]#[N:9].C(=O)([O-])[O-].[K+].[K+].[C:34]1(=[O:40])[NH:38][C:37](=[O:39])[CH2:36][CH2:35]1.C(Cl)Cl. The catalyst is CN(C=O)C. The product is [Cl:1][C:2]1[CH:3]=[C:4]([C:10]2[CH:14]=[CH:13][N:12]([CH2:15][C@@H:16]([NH:18][C:19]([C:21]3[N:22]=[C:23]([CH2:26][N:38]4[C:34](=[O:40])[CH2:35][CH2:36][C:37]4=[O:39])[O:24][CH:25]=3)=[O:20])[CH3:17])[N:11]=2)[CH:5]=[CH:6][C:7]=1[C:8]#[N:9]. The yield is 0.169. (6) The reactants are F[NH:2][C:3]1[CH:8]=[CH:7][CH:6]=[CH:5][CH:4]=1.CC(C)([O-])C.[K+].[F:15][C:16]1C=[CH:22][CH:21]=[CH:20][C:17]=1C#N.[CH3:24][N:25]([CH:27]=O)C. The catalyst is O. The product is [F:15][C:16]1[CH:17]=[CH:20][CH:21]=[CH:22][C:24]=1[NH:25][C:27]1[CH:4]=[CH:5][CH:6]=[CH:7][C:8]=1[C:3]#[N:2]. The yield is 0.560. (7) The reactants are [OH:1][C:2]1[C:3]([CH3:15])=[N:4][C:5]2[C:10]([C:11]=1C(O)=O)=[CH:9][CH:8]=[CH:7][CH:6]=2.[CH2:16]([O:23][C:24]1[CH:25]=[C:26]2[C:31](=[CH:32][C:33]=1[O:34][CH3:35])[N:30]=[CH:29][CH:28]=[C:27]2Cl)[C:17]1[CH:22]=[CH:21][CH:20]=[CH:19][CH:18]=1. The catalyst is CN(C1C=CN=CC=1)C.ClC1C=CC=CC=1Cl. The product is [CH2:16]([O:23][C:24]1[CH:25]=[C:26]2[C:31](=[CH:32][C:33]=1[O:34][CH3:35])[N:30]=[CH:29][CH:28]=[C:27]2[O:1][C:2]1[C:3]([CH3:15])=[N:4][C:5]2[C:10]([CH:11]=1)=[CH:9][CH:8]=[CH:7][CH:6]=2)[C:17]1[CH:22]=[CH:21][CH:20]=[CH:19][CH:18]=1. The yield is 0.630. (8) The reactants are I[C:2]1[C:3]([NH2:17])=[N:4][C:5](=[O:16])[N:6]([CH:15]=1)[C@@H:7]1[O:14][C@H:11]([CH2:12][OH:13])[C@@H:9]([OH:10])[CH2:8]1.C(N(CC)CC)C.[F:25][C:26]([F:34])([F:33])[C:27]([NH:29][CH2:30][C:31]#[CH:32])=[O:28].N(CO[C@@H]1[C@@H](CO)O[C@@H](N2C=C(C#CCNC(=O)C(F)(F)F)C(=O)NC2=O)C1)=[N+]=[N-].C(=O)(O)[O-]. The catalyst is CN(C=O)C.[Cu]I. The product is [F:25][C:26]([F:34])([F:33])[C:27]([NH:29][CH2:30][C:31]#[C:32][C:2]1[C:3]([NH2:17])=[N:4][C:5](=[O:16])[N:6]([CH:15]=1)[C@@H:7]1[O:14][C@H:11]([CH2:12][OH:13])[C@@H:9]([OH:10])[CH2:8]1)=[O:28]. The yield is 1.00. (9) The reactants are [F:1][C:2]1[CH:9]=[CH:8][C:5]([C:6]#[N:7])=[C:4]([N:10]2[CH2:15][CH2:14][CH2:13][CH2:12][S:11]2(=[O:17])=[O:16])[CH:3]=1.[ClH:18]. The catalyst is C(O)C.[Pd]. The product is [ClH:18].[F:1][C:2]1[CH:9]=[CH:8][C:5]([CH2:6][NH2:7])=[C:4]([N:10]2[CH2:15][CH2:14][CH2:13][CH2:12][S:11]2(=[O:16])=[O:17])[CH:3]=1. The yield is 1.00. (10) The reactants are Cl[C:2]1[CH:7]=[C:6](Cl)[N:5]=[CH:4][N:3]=1.[CH3:9][O:10][C:11]1[CH:16]=[CH:15][CH:14]=[CH:13][C:12]=1B(O)O.C([O-])(O)=O.[Na+].[Cl:25]CCl. The catalyst is C(COC)OC.O.Cl[Pd](Cl)([P](C1C=CC=CC=1)(C1C=CC=CC=1)C1C=CC=CC=1)[P](C1C=CC=CC=1)(C1C=CC=CC=1)C1C=CC=CC=1. The product is [Cl:25][C:4]1[N:5]=[C:6]([C:12]2[CH:13]=[CH:14][CH:15]=[CH:16][C:11]=2[O:10][CH3:9])[CH:7]=[CH:2][N:3]=1. The yield is 0.730.